Dataset: Full USPTO retrosynthesis dataset with 1.9M reactions from patents (1976-2016). Task: Predict the reactants needed to synthesize the given product. (1) Given the product [Cl:1][C:2]1[CH:3]=[C:4]([CH:15]2[CH2:16][C:13]3([CH2:18][CH2:19][NH:20][CH2:21][CH:12]3[CH3:11])[CH2:14]2)[CH:5]=[CH:6][C:7]=1[F:8], predict the reactants needed to synthesize it. The reactants are: [Cl:1][C:2]1[CH:3]=[C:4]([Mg]Br)[CH:5]=[CH:6][C:7]=1[F:8].[CH3:11][CH:12]1[CH2:21][N:20](C(OC(C)(C)C)=O)[CH2:19][CH2:18][C:13]21[CH2:16][C:15](=O)[CH2:14]2.Cl.FC(F)(F)OC1C=C(C2CC3(CCNCC3)C2)C=CC=1. (2) Given the product [Cl:31][CH2:2][C:3]1[CH:8]=[CH:7][C:6]([C@@H:9]([NH:11][C:12]2[N:17]=[C:16]([N:18]3[C@@H:22]([CH:23]([CH3:25])[CH3:24])[CH2:21][O:20][C:19]3=[O:26])[CH:15]=[CH:14][N:13]=2)[CH3:10])=[CH:5][CH:4]=1, predict the reactants needed to synthesize it. The reactants are: O[CH2:2][C:3]1[CH:8]=[CH:7][C:6]([C@@H:9]([NH:11][C:12]2[N:17]=[C:16]([N:18]3[C@@H:22]([CH:23]([CH3:25])[CH3:24])[CH2:21][O:20][C:19]3=[O:26])[CH:15]=[CH:14][N:13]=2)[CH3:10])=[CH:5][CH:4]=1.CS([Cl:31])(=O)=O.CCN(C(C)C)C(C)C. (3) The reactants are: [CH:1]1([CH2:4][O:5][NH:6][C:7]([C:9]2[C:25]([NH:26][C:27]3[CH:32]=[CH:31][C:30]([C:33]#[N:34])=[CH:29][C:28]=3[CH3:35])=[C:24]([F:36])[C:12]3[N:13]=[C:14](COCC[Si](C)(C)C)[NH:15][C:11]=3[CH:10]=2)=[O:8])[CH2:3][CH2:2]1.Cl.[OH-].[Na+]. Given the product [CH:1]1([CH2:4][O:5][NH:6][C:7]([C:9]2[C:25]([NH:26][C:27]3[CH:32]=[CH:31][C:30]([C:33]#[N:34])=[CH:29][C:28]=3[CH3:35])=[C:24]([F:36])[C:12]3[N:13]=[CH:14][NH:15][C:11]=3[CH:10]=2)=[O:8])[CH2:3][CH2:2]1, predict the reactants needed to synthesize it.